Predict the reaction yield, written as a fraction of the theoretical maximum amount of product (1.0 means a 100% yield; for example, 0.34 means a 34% yield). From a dataset of Reaction yield outcomes from USPTO patents with 853,638 reactions. The reactants are [Cl:1][C:2]1[CH:3]=[CH:4][C:5]([OH:25])=[C:6]([CH:24]=1)[C:7]([NH:9][CH2:10][C:11]1[CH:23]=[CH:22][C:14]([C:15]([O:17][C:18]([CH3:21])([CH3:20])[CH3:19])=[O:16])=[CH:13][CH:12]=1)=[O:8].[CH3:26][C:27]1[CH:32]=[CH:31][CH:30]=[CH:29][C:28]=1[CH2:33][CH2:34]O.C1(P(C2C=CC=CC=2)C2C=CC=CC=2)C=CC=CC=1.N(C(OC(C)(C)C)=O)=NC(OC(C)(C)C)=O. The catalyst is O1CCCC1. The product is [Cl:1][C:2]1[CH:3]=[CH:4][C:5]([O:25][CH2:34][CH2:33][C:28]2[CH:29]=[CH:30][CH:31]=[CH:32][C:27]=2[CH3:26])=[C:6]([CH:24]=1)[C:7]([NH:9][CH2:10][C:11]1[CH:23]=[CH:22][C:14]([C:15]([O:17][C:18]([CH3:19])([CH3:20])[CH3:21])=[O:16])=[CH:13][CH:12]=1)=[O:8]. The yield is 0.760.